From a dataset of Retrosynthesis with 50K atom-mapped reactions and 10 reaction types from USPTO. Predict the reactants needed to synthesize the given product. (1) Given the product CCCCOc1cc(C(=O)O)cc(N)c1C(=O)c1ccccc1, predict the reactants needed to synthesize it. The reactants are: CCCCOc1cc(C(=O)O)cc([N+](=O)[O-])c1C(=O)c1ccccc1. (2) The reactants are: CC(C)(O)C1CCN(c2ccc(B3OC(C)(C)C(C)(C)O3)cc2)CC1.O=C(Nc1ccc2[nH]nc(I)c2c1)C(c1ccsc1)N1CCC1. Given the product CC(C)(O)C1CCN(c2ccc(-c3n[nH]c4ccc(NC(=O)C(c5ccsc5)N5CCC5)cc34)cc2)CC1, predict the reactants needed to synthesize it. (3) Given the product C[C@@H]1CN(C(=O)N2CCCCC2)CCN1c1nnc(-c2ccccc2)c2ccncc12, predict the reactants needed to synthesize it. The reactants are: C[C@@H]1CNCCN1c1nnc(-c2ccccc2)c2ccncc12.O=C(Cl)N1CCCCC1. (4) The reactants are: CC(C)(C)OC(=O)N1CC2Cn3c(cccc3=O)C2C1. Given the product O=c1cccc2n1CC1CNCC21, predict the reactants needed to synthesize it. (5) Given the product COC(=O)c1cc(Sc2ccc3ccccc3c2)c([N+](=O)[O-])s1, predict the reactants needed to synthesize it. The reactants are: COC(=O)c1cc(Br)c([N+](=O)[O-])s1.Sc1ccc2ccccc2c1. (6) Given the product O=C(O)C(=O)c1ccc(OCCOc2ccc3ccccc3c2)cc1F, predict the reactants needed to synthesize it. The reactants are: COC(=O)C(=O)c1ccc(OCCOc2ccc3ccccc3c2)cc1F. (7) Given the product c1cc2c(ncc3cnc([C@@H]4CCCNC4)n32)[nH]1, predict the reactants needed to synthesize it. The reactants are: CC(C)(C)OC(=O)N1CCC[C@@H](c2ncc3cnc4[nH]ccc4n23)C1. (8) Given the product CC(C)c1cccc(C#N)c1, predict the reactants needed to synthesize it. The reactants are: C=C(C)c1cccc(C#N)c1. (9) Given the product COc1cc2nccc(Oc3ccc(NC(=O)C4CCCC4)cc3)c2cc1OC, predict the reactants needed to synthesize it. The reactants are: COc1cc2nccc(Oc3ccc(N)cc3)c2cc1OC.O=C(O)C1CCCC1. (10) Given the product CCOC(=O)CCc1cccc(NC(=O)C[C@H]2O[C@H](c3cccc(OC)c3OC)c3cc(Cl)ccc3N(CC(C)(C)COC(C)=O)C2=O)c1, predict the reactants needed to synthesize it. The reactants are: CCOC(=O)CCc1cccc(N)c1.COc1cccc([C@H]2O[C@H](CC(=O)O)C(=O)N(CC(C)(C)COC(C)=O)c3ccc(Cl)cc32)c1OC.